From a dataset of Reaction yield outcomes from USPTO patents with 853,638 reactions. Predict the reaction yield, written as a fraction of the theoretical maximum amount of product (1.0 means a 100% yield; for example, 0.34 means a 34% yield). The reactants are Br[C:2]1[C:6]2[NH:7][C:8]([C:10]([O:12][CH2:13][CH3:14])=[O:11])=[CH:9][C:5]=2[O:4][CH:3]=1.[Cl:15]C1C2NC(C(OCC)=O)=CC=2SC=1. The catalyst is CCCCCCC.CCOC(C)=O. The product is [Cl:15][C:2]1[C:6]2[NH:7][C:8]([C:10]([O:12][CH2:13][CH3:14])=[O:11])=[CH:9][C:5]=2[O:4][CH:3]=1. The yield is 0.420.